Dataset: Merck oncology drug combination screen with 23,052 pairs across 39 cell lines. Task: Regression. Given two drug SMILES strings and cell line genomic features, predict the synergy score measuring deviation from expected non-interaction effect. (1) Drug 1: CC(=O)OC1C(=O)C2(C)C(O)CC3OCC3(OC(C)=O)C2C(OC(=O)c2ccccc2)C2(O)CC(OC(=O)C(O)C(NC(=O)c3ccccc3)c3ccccc3)C(C)=C1C2(C)C. Drug 2: O=C(NOCC(O)CO)c1ccc(F)c(F)c1Nc1ccc(I)cc1F. Cell line: A2058. Synergy scores: synergy=1.72. (2) Drug 1: O=P1(N(CCCl)CCCl)NCCCO1. Drug 2: Cn1cc(-c2cnn3c(N)c(Br)c(C4CCCNC4)nc23)cn1. Cell line: RKO. Synergy scores: synergy=10.1. (3) Drug 1: O=P1(N(CCCl)CCCl)NCCCO1. Drug 2: CC1(c2nc3c(C(N)=O)cccc3[nH]2)CCCN1. Cell line: RPMI7951. Synergy scores: synergy=-7.02. (4) Drug 1: O=C(O)C1(Cc2cccc(Nc3nccs3)n2)CCC(Oc2cccc(Cl)c2F)CC1. Drug 2: CC1(c2nc3c(C(N)=O)cccc3[nH]2)CCCN1. Cell line: SW837. Synergy scores: synergy=-5.54. (5) Drug 1: CCC1(O)CC2CN(CCc3c([nH]c4ccccc34)C(C(=O)OC)(c3cc4c(cc3OC)N(C)C3C(O)(C(=O)OC)C(OC(C)=O)C5(CC)C=CCN6CCC43C65)C2)C1. Drug 2: COC1CC2CCC(C)C(O)(O2)C(=O)C(=O)N2CCCCC2C(=O)OC(C(C)CC2CCC(OP(C)(C)=O)C(OC)C2)CC(=O)C(C)C=C(C)C(O)C(OC)C(=O)C(C)CC(C)C=CC=CC=C1C. Cell line: PA1. Synergy scores: synergy=-6.43.